The task is: Predict the product of the given reaction.. This data is from Forward reaction prediction with 1.9M reactions from USPTO patents (1976-2016). (1) Given the reactants [CH3:1][O:2][C:3]1[CH:4]=[C:5]([CH:11]=[C:12]([C:16]2[CH:21]=[CH:20][C:19]([O:22][C:23]3[CH:28]=[CH:27][C:26]([CH:29]=[CH:30][C:31]([O:33][CH2:34][CH3:35])=[O:32])=[CH:25][CH:24]=3)=[CH:18][CH:17]=2)[C:13]([OH:15])=[O:14])[CH:6]=[C:7]([O:9][CH3:10])[CH:8]=1, predict the reaction product. The product is: [CH3:10][O:9][C:7]1[CH:6]=[C:5]([CH2:11][CH:12]([C:16]2[CH:21]=[CH:20][C:19]([O:22][C:23]3[CH:24]=[CH:25][C:26]([CH2:29][CH2:30][C:31]([O:33][CH2:34][CH3:35])=[O:32])=[CH:27][CH:28]=3)=[CH:18][CH:17]=2)[C:13]([OH:15])=[O:14])[CH:4]=[C:3]([O:2][CH3:1])[CH:8]=1. (2) Given the reactants [F:1][C:2]([F:23])([F:22])[C:3]1[CH:17]=[C:16]([C:18]([F:21])([F:20])[F:19])[CH:15]=[CH:14][C:4]=1[CH2:5][N:6]1[CH2:11][CH2:10][CH:9]([CH:12]=O)[CH2:8][CH2:7]1.[O:24]=[C:25]1[N:29]=[C:28]([NH:30][C@H:31]2[C@H:36]([OH:37])[CH2:35][CH2:34][O:33][CH2:32]2)[CH2:27][S:26]1.C([O-])(=O)C.[NH2+]1CCCCC1, predict the reaction product. The product is: [F:23][C:2]([F:1])([F:22])[C:3]1[CH:17]=[C:16]([C:18]([F:21])([F:20])[F:19])[CH:15]=[CH:14][C:4]=1[CH2:5][N:6]1[CH2:11][CH2:10][CH:9](/[CH:12]=[C:27]2/[C:28]([NH:30][C@H:31]3[C@H:36]([OH:37])[CH2:35][CH2:34][O:33][CH2:32]3)=[N:29][C:25](=[O:24])[S:26]/2)[CH2:8][CH2:7]1. (3) Given the reactants [Cl:1][C:2]1[CH:3]=[C:4]([C@@H:8]([C@@H:14]2[CH2:19][CH2:18][CH2:17][NH:16][CH2:15]2)[O:9][CH2:10][C:11](=[O:13])[CH3:12])[CH:5]=[CH:6][CH:7]=1.[CH:20]1([CH2:26][C@H:27]([NH:40][C:41](=O)[O:42]C2C=CC([N+]([O-])=O)=CC=2)[CH2:28][N:29]([CH3:39])[C:30]([O:32][CH2:33][CH2:34][Si:35]([CH3:38])([CH3:37])[CH3:36])=[O:31])[CH2:25][CH2:24][CH2:23][CH2:22][CH2:21]1.CCN(C(C)C)C(C)C, predict the reaction product. The product is: [Cl:1][C:2]1[CH:3]=[C:4]([C@H:8]([O:9][CH2:10][C:11](=[O:13])[CH3:12])[C@@H:14]2[CH2:19][CH2:18][CH2:17][N:16]([C:41]([NH:40][C@@H:27]([CH2:26][CH:20]3[CH2:21][CH2:22][CH2:23][CH2:24][CH2:25]3)[CH2:28][N:29]([CH3:39])[C:30](=[O:31])[O:32][CH2:33][CH2:34][Si:35]([CH3:37])([CH3:38])[CH3:36])=[O:42])[CH2:15]2)[CH:5]=[CH:6][CH:7]=1. (4) Given the reactants C([O:8][C:9]1[CH:37]=[CH:36][C:12]([C:13]([NH:15][C:16]2[CH:21]=[C:20]([C:22]3[C:23]([O:28]C)=[N:24][CH:25]=[CH:26][CH:27]=3)[CH:19]=[C:18]([C:30]([CH3:33])([CH3:32])[CH3:31])[C:17]=2[O:34][CH3:35])=[O:14])=[C:11]([F:38])[CH:10]=1)C1C=CC=CC=1.Br, predict the reaction product. The product is: [C:30]([C:18]1[C:17]([O:34][CH3:35])=[C:16]([NH:15][C:13](=[O:14])[C:12]2[CH:36]=[CH:37][C:9]([OH:8])=[CH:10][C:11]=2[F:38])[CH:21]=[C:20]([C:22]2[C:23](=[O:28])[NH:24][CH:25]=[CH:26][CH:27]=2)[CH:19]=1)([CH3:33])([CH3:31])[CH3:32]. (5) Given the reactants [CH2:1]([N:8]([CH2:32][C:33]1[CH:38]=[CH:37][CH:36]=[CH:35][CH:34]=1)[C:9]1[N:14]=[CH:13][N:12]=[C:11]([NH:15][CH2:16][C@@H:17]2[CH2:21][CH2:20][CH2:19][N:18]2[C:22]([O:24][C:25]([CH3:28])([CH3:27])[CH3:26])=[O:23])[C:10]=1[N+:29]([O-])=O)[C:2]1[CH:7]=[CH:6][CH:5]=[CH:4][CH:3]=1.[Cl-].[NH4+], predict the reaction product. The product is: [NH2:29][C:10]1[C:11]([NH:15][CH2:16][C@@H:17]2[CH2:21][CH2:20][CH2:19][N:18]2[C:22]([O:24][C:25]([CH3:28])([CH3:27])[CH3:26])=[O:23])=[N:12][CH:13]=[N:14][C:9]=1[N:8]([CH2:32][C:33]1[CH:38]=[CH:37][CH:36]=[CH:35][CH:34]=1)[CH2:1][C:2]1[CH:3]=[CH:4][CH:5]=[CH:6][CH:7]=1. (6) Given the reactants [Br:1][C:2]1[C:3]([Cl:19])=[CH:4][C:5]([N+:16]([O-])=O)=[C:6]([CH:15]=1)[NH:7][CH2:8][CH:9]1[CH2:14][CH2:13][O:12][CH2:11][CH2:10]1.O.NN.O, predict the reaction product. The product is: [Br:1][C:2]1[CH:15]=[C:6]([NH:7][CH2:8][CH:9]2[CH2:10][CH2:11][O:12][CH2:13][CH2:14]2)[C:5]([NH2:16])=[CH:4][C:3]=1[Cl:19]. (7) The product is: [Br:1][C:2]1[CH:3]=[CH:4][C:5]([NH:8][CH2:14][C:13]2[CH:16]=[CH:17][C:10]([Cl:9])=[CH:11][CH:12]=2)=[N:6][CH:7]=1. Given the reactants [Br:1][C:2]1[CH:3]=[CH:4][C:5]([NH2:8])=[N:6][CH:7]=1.[Cl:9][C:10]1[CH:17]=[CH:16][C:13]([CH:14]=O)=[CH:12][CH:11]=1.C([SiH](CC)CC)C.FC(F)(F)C(O)=O, predict the reaction product.